The task is: Regression. Given two drug SMILES strings and cell line genomic features, predict the synergy score measuring deviation from expected non-interaction effect.. This data is from NCI-60 drug combinations with 297,098 pairs across 59 cell lines. (1) Drug 1: COC1=C(C=C2C(=C1)N=CN=C2NC3=CC(=C(C=C3)F)Cl)OCCCN4CCOCC4. Synergy scores: CSS=26.1, Synergy_ZIP=-2.06, Synergy_Bliss=4.00, Synergy_Loewe=5.08, Synergy_HSA=4.99. Drug 2: CC1=C(C(=CC=C1)Cl)NC(=O)C2=CN=C(S2)NC3=CC(=NC(=N3)C)N4CCN(CC4)CCO. Cell line: UACC62. (2) Drug 1: C1CN1C2=NC(=NC(=N2)N3CC3)N4CC4. Drug 2: CC1C(C(CC(O1)OC2CC(CC3=C2C(=C4C(=C3O)C(=O)C5=CC=CC=C5C4=O)O)(C(=O)C)O)N)O. Cell line: MDA-MB-435. Synergy scores: CSS=55.9, Synergy_ZIP=-8.85, Synergy_Bliss=-5.56, Synergy_Loewe=-1.69, Synergy_HSA=-0.670. (3) Drug 1: C1C(C(OC1N2C=NC3=C2NC=NCC3O)CO)O. Drug 2: CC1CCCC2(C(O2)CC(NC(=O)CC(C(C(=O)C(C1O)C)(C)C)O)C(=CC3=CSC(=N3)C)C)C. Cell line: A498. Synergy scores: CSS=20.0, Synergy_ZIP=5.76, Synergy_Bliss=-0.0299, Synergy_Loewe=-35.9, Synergy_HSA=-11.9. (4) Drug 1: C(CCl)NC(=O)N(CCCl)N=O. Drug 2: B(C(CC(C)C)NC(=O)C(CC1=CC=CC=C1)NC(=O)C2=NC=CN=C2)(O)O. Cell line: SNB-19. Synergy scores: CSS=6.51, Synergy_ZIP=-1.71, Synergy_Bliss=-5.13, Synergy_Loewe=-66.1, Synergy_HSA=-7.83. (5) Drug 1: CN1CCC(CC1)COC2=C(C=C3C(=C2)N=CN=C3NC4=C(C=C(C=C4)Br)F)OC. Drug 2: C1C(C(OC1N2C=NC3=C2NC=NCC3O)CO)O. Cell line: A498. Synergy scores: CSS=18.7, Synergy_ZIP=-3.61, Synergy_Bliss=7.21, Synergy_Loewe=-0.862, Synergy_HSA=6.46. (6) Drug 1: CC1OCC2C(O1)C(C(C(O2)OC3C4COC(=O)C4C(C5=CC6=C(C=C35)OCO6)C7=CC(=C(C(=C7)OC)O)OC)O)O. Drug 2: CC1=CC2C(CCC3(C2CCC3(C(=O)C)OC(=O)C)C)C4(C1=CC(=O)CC4)C. Cell line: NCI-H522. Synergy scores: CSS=29.0, Synergy_ZIP=2.23, Synergy_Bliss=3.08, Synergy_Loewe=-14.4, Synergy_HSA=3.36. (7) Drug 1: C1=NC2=C(N1)C(=S)N=C(N2)N. Drug 2: C1=CC=C(C(=C1)C(C2=CC=C(C=C2)Cl)C(Cl)Cl)Cl. Cell line: NCI-H226. Synergy scores: CSS=14.6, Synergy_ZIP=-5.82, Synergy_Bliss=-1.24, Synergy_Loewe=-16.2, Synergy_HSA=-1.56.